From a dataset of Full USPTO retrosynthesis dataset with 1.9M reactions from patents (1976-2016). Predict the reactants needed to synthesize the given product. (1) Given the product [CH3:7][O:8][C:9]1[CH:10]=[C:11]([CH:22]=[CH:23][CH:24]=1)[CH2:12][CH:13]1[CH2:18][CH2:17][CH2:16][CH2:15][CH:14]1[CH2:19][OH:20], predict the reactants needed to synthesize it. The reactants are: [H-].[Al+3].[Li+].[H-].[H-].[H-].[CH3:7][O:8][C:9]1[CH:10]=[C:11]([CH:22]=[CH:23][CH:24]=1)[CH2:12][CH:13]1[CH2:18][CH2:17][CH2:16][CH2:15][CH:14]1[C:19](O)=[O:20].Cl. (2) Given the product [CH2:1]([O:8][C:9]1[CH:14]=[CH:13][C:12]([NH2:15])=[CH:11][C:10]=1[F:18])[C:2]1[CH:3]=[CH:4][CH:5]=[CH:6][CH:7]=1, predict the reactants needed to synthesize it. The reactants are: [CH2:1]([O:8][C:9]1[CH:14]=[CH:13][C:12]([N+:15]([O-])=O)=[CH:11][C:10]=1[F:18])[C:2]1[CH:7]=[CH:6][CH:5]=[CH:4][CH:3]=1.C1(C)C=CC=CC=1.C([O-])=O.[NH4+]. (3) Given the product [NH2:1][C:2]1[C:6]([C:7]([NH2:8])=[O:30])=[C:5]([C:9]2[CH:14]=[CH:13][C:12]([NH:15][C:16]([NH:18][C:19]3[CH:24]=[C:23]([CH3:25])[CH:22]=[CH:21][C:20]=3[F:26])=[O:17])=[CH:11][CH:10]=2)[S:4][N:3]=1, predict the reactants needed to synthesize it. The reactants are: [NH2:1][C:2]1[C:6]([C:7]#[N:8])=[C:5]([C:9]2[CH:14]=[CH:13][C:12]([NH:15][C:16]([NH:18][C:19]3[CH:24]=[C:23]([CH3:25])[CH:22]=[CH:21][C:20]=3[F:26])=[O:17])=[CH:11][CH:10]=2)[S:4][N:3]=1.Cl.CC[O:30]C(C)=O. (4) Given the product [CH3:23][O:22][C:20](=[O:21])[CH2:19][C@H:16]1[C:15]2[CH:24]=[CH:25][C:12]([O:11][C@H:9]3[C:10]4[C:6](=[C:5]([O:43][C:40]5[CH:41]=[CH:42][C:37]([O:36][CH2:29][C:30]6[CH:35]=[CH:34][CH:33]=[CH:32][CH:31]=6)=[C:38]([F:44])[CH:39]=5)[CH:4]=[CH:3][C:2]=4[F:1])[CH2:7][CH2:8]3)=[CH:13][C:14]=2[O:18][CH2:17]1, predict the reactants needed to synthesize it. The reactants are: [F:1][C:2]1[CH:3]=[CH:4][C:5](B(O)O)=[C:6]2[C:10]=1[C@H:9]([O:11][C:12]1[CH:25]=[CH:24][C:15]3[C@H:16]([CH2:19][C:20]([O:22][CH3:23])=[O:21])[CH2:17][O:18][C:14]=3[CH:13]=1)[CH2:8][CH2:7]2.[CH2:29]([O:36][C:37]1[CH:42]=[CH:41][C:40]([OH:43])=[CH:39][C:38]=1[F:44])[C:30]1[CH:35]=[CH:34][CH:33]=[CH:32][CH:31]=1.